From a dataset of Catalyst prediction with 721,799 reactions and 888 catalyst types from USPTO. Predict which catalyst facilitates the given reaction. (1) Reactant: [OH:1][CH2:2][C@H:3]1[O:7][C:6](=[O:8])[CH2:5][CH2:4]1.[C:9](Cl)([C:22]1[CH:27]=[CH:26][CH:25]=[CH:24][CH:23]=1)([C:16]1[CH:21]=[CH:20][CH:19]=[CH:18][CH:17]=1)[C:10]1[CH:15]=[CH:14][CH:13]=[CH:12][CH:11]=1.O. Product: [C:9]([O:1][CH2:2][C@H:3]1[O:7][C:6](=[O:8])[CH2:5][CH2:4]1)([C:10]1[CH:15]=[CH:14][CH:13]=[CH:12][CH:11]=1)([C:22]1[CH:23]=[CH:24][CH:25]=[CH:26][CH:27]=1)[C:16]1[CH:17]=[CH:18][CH:19]=[CH:20][CH:21]=1. The catalyst class is: 17. (2) Reactant: [CH3:1][C:2]1[CH:14]=[CH:13][CH:12]=[CH:11][C:3]=1[C:4]([NH:6][NH:7][C:8](=[NH:10])[NH2:9])=O. Product: [C:2]1([CH3:1])[CH:14]=[CH:13][CH:12]=[CH:11][C:3]=1[C:4]1[N:9]=[C:8]([NH2:10])[NH:7][N:6]=1. The catalyst class is: 6. (3) Reactant: [CH3:1][C@H:2]1[O:7][S:6](=[O:8])[N:5]([C:9]([O:11][C:12]([CH3:15])([CH3:14])[CH3:13])=[O:10])[CH2:4][CH2:3]1.I([O-])(=O)(=O)=[O:17].[Na+].Cl.CCOC(C)=O. Product: [CH3:1][C@H:2]1[O:7][S:6](=[O:17])(=[O:8])[N:5]([C:9]([O:11][C:12]([CH3:14])([CH3:13])[CH3:15])=[O:10])[CH2:4][CH2:3]1. The catalyst class is: 47. (4) Reactant: [C:1]1([N:7]2[C:11]([B:12]([OH:14])[OH:13])=[CH:10][CH:9]=[N:8]2)[CH:6]=[CH:5][CH:4]=[CH:3][CH:2]=1.O[C:16]([C:19](O)([CH3:21])[CH3:20])([CH3:18])[CH3:17]. The catalyst class is: 451. Product: [C:1]1([N:7]2[C:11]([B:12]3[O:13][C:19]([CH3:21])([CH3:20])[C:16]([CH3:18])([CH3:17])[O:14]3)=[CH:10][CH:9]=[N:8]2)[CH:2]=[CH:3][CH:4]=[CH:5][CH:6]=1. (5) Reactant: [CH2:1]([O:8][C:9]1[C:10]([C:26]([N:28]([CH2:32][CH2:33][O:34][Si](C(C)(C)C)(C)C)[CH:29]([CH3:31])[CH3:30])=[O:27])=[N:11][C:12]([CH2:16][C:17]([CH3:25])([C:19]2[CH:24]=[CH:23][CH:22]=[CH:21][CH:20]=2)[CH3:18])=[N:13][C:14]=1[OH:15])[C:2]1[CH:7]=[CH:6][CH:5]=[CH:4][CH:3]=1.Cl.[OH-].[Na+]. Product: [CH2:1]([O:8][C:9]1[C:10]([C:26]([N:28]([CH2:32][CH2:33][OH:34])[CH:29]([CH3:31])[CH3:30])=[O:27])=[N:11][C:12]([CH2:16][C:17]([CH3:18])([C:19]2[CH:20]=[CH:21][CH:22]=[CH:23][CH:24]=2)[CH3:25])=[N:13][C:14]=1[OH:15])[C:2]1[CH:7]=[CH:6][CH:5]=[CH:4][CH:3]=1. The catalyst class is: 30.